Dataset: Catalyst prediction with 721,799 reactions and 888 catalyst types from USPTO. Task: Predict which catalyst facilitates the given reaction. Reactant: [Cl:1][C:2]1[CH:7]=[C:6]([C:8](F)(F)F)[CH:5]=[CH:4][C:3]=1[NH:12][CH:13]1[CH2:18][CH2:17][N:16]([C@H:19]2[CH2:24][CH2:23][C@H:22]([O:25][CH2:26][CH3:27])[CH2:21][CH2:20]2)[CH2:15][CH2:14]1.C([N:31]([CH:34](C)C)CC)(C)C.[Cl:37]C(OC(=O)OC(Cl)(Cl)Cl)(Cl)Cl.[OH2:49]. Product: [ClH:1].[Cl:37][C:5]1[C:6]([CH3:8])=[CH:7][C:2]2[NH:31][C:34](=[O:49])[N:12]([CH:13]3[CH2:18][CH2:17][N:16]([CH:19]4[CH2:24][CH2:23][CH:22]([O:25][CH2:26][CH3:27])[CH2:21][CH2:20]4)[CH2:15][CH2:14]3)[C:3]=2[CH:4]=1. The catalyst class is: 4.